Dataset: NCI-60 drug combinations with 297,098 pairs across 59 cell lines. Task: Regression. Given two drug SMILES strings and cell line genomic features, predict the synergy score measuring deviation from expected non-interaction effect. (1) Drug 1: C1=NC2=C(N1)C(=S)N=C(N2)N. Drug 2: CC1C(C(=O)NC(C(=O)N2CCCC2C(=O)N(CC(=O)N(C(C(=O)O1)C(C)C)C)C)C(C)C)NC(=O)C3=C4C(=C(C=C3)C)OC5=C(C(=O)C(=C(C5=N4)C(=O)NC6C(OC(=O)C(N(C(=O)CN(C(=O)C7CCCN7C(=O)C(NC6=O)C(C)C)C)C)C(C)C)C)N)C. Cell line: SN12C. Synergy scores: CSS=19.8, Synergy_ZIP=-2.03, Synergy_Bliss=-1.07, Synergy_Loewe=-0.157, Synergy_HSA=-0.402. (2) Drug 1: CNC(=O)C1=CC=CC=C1SC2=CC3=C(C=C2)C(=NN3)C=CC4=CC=CC=N4. Drug 2: CC1=C(C=C(C=C1)C(=O)NC2=CC(=CC(=C2)C(F)(F)F)N3C=C(N=C3)C)NC4=NC=CC(=N4)C5=CN=CC=C5. Cell line: NCI-H322M. Synergy scores: CSS=-5.42, Synergy_ZIP=3.20, Synergy_Bliss=5.05, Synergy_Loewe=-1.43, Synergy_HSA=-0.819. (3) Drug 1: CC1OCC2C(O1)C(C(C(O2)OC3C4COC(=O)C4C(C5=CC6=C(C=C35)OCO6)C7=CC(=C(C(=C7)OC)O)OC)O)O. Drug 2: CC1C(C(CC(O1)OC2CC(OC(C2O)C)OC3=CC4=CC5=C(C(=O)C(C(C5)C(C(=O)C(C(C)O)O)OC)OC6CC(C(C(O6)C)O)OC7CC(C(C(O7)C)O)OC8CC(C(C(O8)C)O)(C)O)C(=C4C(=C3C)O)O)O)O. Cell line: BT-549. Synergy scores: CSS=42.0, Synergy_ZIP=11.9, Synergy_Bliss=19.4, Synergy_Loewe=17.3, Synergy_HSA=18.4. (4) Drug 1: CC(C1=C(C=CC(=C1Cl)F)Cl)OC2=C(N=CC(=C2)C3=CN(N=C3)C4CCNCC4)N. Drug 2: C1=NNC2=C1C(=O)NC=N2. Cell line: HCC-2998. Synergy scores: CSS=3.38, Synergy_ZIP=-2.00, Synergy_Bliss=-2.94, Synergy_Loewe=-10.8, Synergy_HSA=-5.42. (5) Drug 1: C1=C(C(=O)NC(=O)N1)N(CCCl)CCCl. Drug 2: CC1=CC=C(C=C1)C2=CC(=NN2C3=CC=C(C=C3)S(=O)(=O)N)C(F)(F)F. Cell line: SF-268. Synergy scores: CSS=16.0, Synergy_ZIP=-2.80, Synergy_Bliss=-0.0554, Synergy_Loewe=-10.7, Synergy_HSA=-0.565. (6) Drug 1: C1CCC(C1)C(CC#N)N2C=C(C=N2)C3=C4C=CNC4=NC=N3. Drug 2: CCC1(C2=C(COC1=O)C(=O)N3CC4=CC5=C(C=CC(=C5CN(C)C)O)N=C4C3=C2)O.Cl. Cell line: HT29. Synergy scores: CSS=6.52, Synergy_ZIP=-4.87, Synergy_Bliss=2.39, Synergy_Loewe=-30.8, Synergy_HSA=-2.12. (7) Drug 1: C1=CN(C(=O)N=C1N)C2C(C(C(O2)CO)O)O.Cl. Drug 2: CC(C)(C#N)C1=CC(=CC(=C1)CN2C=NC=N2)C(C)(C)C#N. Cell line: HCT116. Synergy scores: CSS=30.8, Synergy_ZIP=1.18, Synergy_Bliss=-0.835, Synergy_Loewe=-14.8, Synergy_HSA=-3.94. (8) Drug 1: CC1OCC2C(O1)C(C(C(O2)OC3C4COC(=O)C4C(C5=CC6=C(C=C35)OCO6)C7=CC(=C(C(=C7)OC)O)OC)O)O. Drug 2: C1CC(C1)(C(=O)O)C(=O)O.[NH2-].[NH2-].[Pt+2]. Cell line: CCRF-CEM. Synergy scores: CSS=79.8, Synergy_ZIP=-0.332, Synergy_Bliss=0.327, Synergy_Loewe=0.241, Synergy_HSA=2.98. (9) Drug 1: C1=CN(C=N1)CC(O)(P(=O)(O)O)P(=O)(O)O. Drug 2: COC1=C2C(=CC3=C1OC=C3)C=CC(=O)O2. Cell line: SNB-19. Synergy scores: CSS=-0.893, Synergy_ZIP=0.858, Synergy_Bliss=-0.709, Synergy_Loewe=0.255, Synergy_HSA=-2.37.